From a dataset of Forward reaction prediction with 1.9M reactions from USPTO patents (1976-2016). Predict the product of the given reaction. Given the reactants C(O[C:6](=O)[N:7]([CH2:9][CH2:10][O:11][CH2:12][CH2:13][F:14])C)(C)(C)C.[ClH:16], predict the reaction product. The product is: [ClH:16].[F:14][CH2:13][CH2:12][O:11][CH2:10][CH2:9][NH:7][CH3:6].